The task is: Binary Classification. Given a drug SMILES string, predict its activity (active/inactive) in a high-throughput screening assay against a specified biological target.. This data is from HIV replication inhibition screening data with 41,000+ compounds from the AIDS Antiviral Screen. (1) The drug is Cc1ccc(S(=O)(=O)OCC2COC(C)(C)O2)cc1. The result is 0 (inactive). (2) The compound is Cc1cc(S(=O)(=O)Nc2nc3ccsc3c(=O)n2N)c(S)cc1Cl. The result is 1 (active). (3) The drug is COc1ccc(NC(C(c2ccccc2)S(=O)c2ccc(C)cc2)C(F)(F)F)cc1. The result is 0 (inactive). (4) The drug is c1cc2c(ncc3cscc32)s1. The result is 0 (inactive). (5) The molecule is Cc1ccccc1SSCCN. The result is 0 (inactive). (6) The molecule is COc1ccc(C2=C(OC(C)=O)c3cccn3-c3ccc(Cl)cc3S2)cc1. The result is 0 (inactive).